This data is from Reaction yield outcomes from USPTO patents with 853,638 reactions. The task is: Predict the reaction yield, written as a fraction of the theoretical maximum amount of product (1.0 means a 100% yield; for example, 0.34 means a 34% yield). (1) The reactants are CN(C=O)C.P(Cl)(Cl)([Cl:8])=O.[Br:11][C:12]1[CH:21]=[CH:20][C:15]2[NH:16][C:17](=O)[S:18][C:14]=2[CH:13]=1.C([O-])([O-])=O.[K+].[K+]. The catalyst is O. The product is [Br:11][C:12]1[CH:21]=[CH:20][C:15]2[N:16]=[C:17]([Cl:8])[S:18][C:14]=2[CH:13]=1. The yield is 0.950. (2) The reactants are [CH2:1]([N:3]1[CH2:8][CH2:7][N:6]([C:9]2[C:18]3[C:13](=[CH:14][CH:15]=[CH:16][CH:17]=3)[CH:12]=[C:11]([C:19]3[S:23][C:22]([CH:24]4OCCC[O:25]4)=[N:21][CH:20]=3)[N:10]=2)[CH2:5][CH2:4]1)[CH3:2].[OH-].[Na+]. The catalyst is O1CCCC1.Cl. The product is [CH2:1]([N:3]1[CH2:8][CH2:7][N:6]([C:9]2[C:18]3[C:13](=[CH:14][CH:15]=[CH:16][CH:17]=3)[CH:12]=[C:11]([C:19]3[S:23][C:22]([CH:24]=[O:25])=[N:21][CH:20]=3)[N:10]=2)[CH2:5][CH2:4]1)[CH3:2]. The yield is 0.800. (3) The reactants are [OH:1][C:2]1[CH:9]=[C:8](O)[CH:7]=[CH:6][C:3]=1[CH:4]=[O:5].[C:11]([O-:14])([O-])=O.[K+].[K+].[CH2:17](Br)[C:18]1[CH:23]=[CH:22][CH:21]=[CH:20][CH:19]=1. The catalyst is C(#N)C. The product is [CH2:17]([O:1][C:2]1[CH:9]=[C:8]([O:14][CH2:11][C:2]2[CH:9]=[CH:8][CH:7]=[CH:6][CH:3]=2)[CH:7]=[CH:6][C:3]=1[CH:4]=[O:5])[C:18]1[CH:23]=[CH:22][CH:21]=[CH:20][CH:19]=1. The yield is 0.100. (4) The reactants are [Si](O[C@H]([C@H]1C[C@@H](OCCC)CN1C(OC(C)(C)C)=O)[C@@H:10]([NH:20][C:21](=[O:33])[C:22]1[CH:27]=[C:26](C)[CH:25]=[C:24]([C:29]([O:31]C)=[O:30])[CH:23]=1)[CH2:11][C:12]1C=C(F)C=C(F)C=1)(C(C)(C)C)(C)C.Br[C:51]1[CH:52]=C(C=C(C(OC)=O)[CH:94]=1)C(N[C@@H](CC1C=C(F)C=C(F)C=1)[C@@H]([C@H]1C[C@@H](OCCC)CN1C(OC(C)(C)C)=O)O[Si](C(C)(C)C)(C)C)=O.C(=O)([O-])[O-].[K+].[K+].CB1OB(C)OB(C)O1. The catalyst is CN(C=O)C.C1C=CC([P]([Pd]([P](C2C=CC=CC=2)(C2C=CC=CC=2)C2C=CC=CC=2)([P](C2C=CC=CC=2)(C2C=CC=CC=2)C2C=CC=CC=2)[P](C2C=CC=CC=2)(C2C=CC=CC=2)C2C=CC=CC=2)(C2C=CC=CC=2)C2C=CC=CC=2)=CC=1.C(OCC)(=O)C. The product is [CH2:94]([N:20]([CH2:10][CH2:11][CH3:12])[C:21]([C:22]1[CH:23]=[C:24]([CH:25]=[CH:26][CH:27]=1)[C:29]([OH:31])=[O:30])=[O:33])[CH2:51][CH3:52]. The yield is 0.770.